This data is from Catalyst prediction with 721,799 reactions and 888 catalyst types from USPTO. The task is: Predict which catalyst facilitates the given reaction. Reactant: [C:1]([C:5]1[N:10]=[C:9]([NH:11][CH2:12][CH2:13][CH2:14][O:15][CH3:16])[C:8]([C:17]([N:19]([CH2:43][CH:44]([CH3:46])[CH3:45])[C@H:20]2[CH2:25][C@@H:24]([C:26]([N:28]3[CH2:33][CH2:32][CH:31]([O:34][CH3:35])[CH2:30][CH2:29]3)=[O:27])[CH2:23][N:22](C(OC(C)(C)C)=O)[CH2:21]2)=[O:18])=[CH:7][N:6]=1)([CH3:4])([CH3:3])[CH3:2].C(OCC)(=O)C.[ClH:53]. Product: [ClH:53].[ClH:53].[C:1]([C:5]1[N:10]=[C:9]([NH:11][CH2:12][CH2:13][CH2:14][O:15][CH3:16])[C:8]([C:17]([N:19]([C@H:20]2[CH2:25][C@@H:24]([C:26]([N:28]3[CH2:33][CH2:32][CH:31]([O:34][CH3:35])[CH2:30][CH2:29]3)=[O:27])[CH2:23][NH:22][CH2:21]2)[CH2:43][CH:44]([CH3:46])[CH3:45])=[O:18])=[CH:7][N:6]=1)([CH3:3])([CH3:4])[CH3:2]. The catalyst class is: 13.